The task is: Predict the reaction yield, written as a fraction of the theoretical maximum amount of product (1.0 means a 100% yield; for example, 0.34 means a 34% yield).. This data is from Reaction yield outcomes from USPTO patents with 853,638 reactions. The reactants are [Cl:1][C:2]1[N:3]=[C:4]([N:11]2[CH2:16][CH2:15][O:14][CH2:13][CH2:12]2)[C:5]2[O:10][CH:9]=[CH:8][C:6]=2[N:7]=1.C([Li])CCC.CN([CH:25]=[O:26])C. The catalyst is C1COCC1. The product is [Cl:1][C:2]1[N:3]=[C:4]([N:11]2[CH2:16][CH2:15][O:14][CH2:13][CH2:12]2)[C:5]2[O:10][C:9]([CH:25]=[O:26])=[CH:8][C:6]=2[N:7]=1. The yield is 0.500.